From a dataset of Forward reaction prediction with 1.9M reactions from USPTO patents (1976-2016). Predict the product of the given reaction. (1) Given the reactants [CH2:1]([O:8][C:9]1[CH:18]=[C:17]2[C:12]([CH:13]=[CH:14][C:15](=[O:19])[NH:16]2)=[C:11]([C:20](=[O:23])[CH2:21]Cl)[CH:10]=1)[C:2]1[CH:7]=[CH:6][CH:5]=[CH:4][CH:3]=1.[BH4-].[Li+].[OH-].[Na+].[Cl-].[Na+], predict the reaction product. The product is: [CH2:1]([O:8][C:9]1[CH:18]=[C:17]2[C:12]([CH:13]=[CH:14][C:15](=[O:19])[NH:16]2)=[C:11]([CH:20]2[CH2:21][O:23]2)[CH:10]=1)[C:2]1[CH:7]=[CH:6][CH:5]=[CH:4][CH:3]=1. (2) Given the reactants [C:1]([NH:7][C:8]1[NH:9][C:10](=[O:19])[C:11]2[CH:17]=[C:16](Br)[CH:15]=[N:14][C:12]=2[N:13]=1)(=[O:6])[C:2]([CH3:5])([CH3:4])[CH3:3].O.[F:21][C:22]1[CH:27]=[CH:26][C:25](B(O)O)=[CH:24][CH:23]=1.C([O-])([O-])=O.[K+].[K+], predict the reaction product. The product is: [C:1]([NH:7][C:8]1[NH:9][C:10](=[O:19])[C:11]2[CH:17]=[C:16]([C:25]3[CH:26]=[CH:27][C:22]([F:21])=[CH:23][CH:24]=3)[CH:15]=[N:14][C:12]=2[N:13]=1)(=[O:6])[C:2]([CH3:5])([CH3:4])[CH3:3]. (3) The product is: [Cl:1][C:2]1[CH:3]=[C:4]([C@@H:12]([CH2:31][CH:32]2[CH2:33][CH2:34][CH2:35][CH2:36]2)[C:13]([NH:15][C:16]2[CH:20]=[CH:19][N:18]([CH2:21][C:22]3[CH:23]=[CH:24][C:25]([C:26]([NH:51][CH2:52][CH2:53][CH2:54][OH:55])=[O:27])=[CH:29][CH:30]=3)[N:17]=2)=[O:14])[CH:5]=[CH:6][C:7]=1[S:8]([CH3:11])(=[O:9])=[O:10]. Given the reactants [Cl:1][C:2]1[CH:3]=[C:4]([C@@H:12]([CH2:31][CH:32]2[CH2:36][CH2:35][CH2:34][CH2:33]2)[C:13]([NH:15][C:16]2[CH:20]=[CH:19][N:18]([CH2:21][C:22]3[CH:30]=[CH:29][C:25]([C:26](O)=[O:27])=[CH:24][CH:23]=3)[N:17]=2)=[O:14])[CH:5]=[CH:6][C:7]=1[S:8]([CH3:11])(=[O:10])=[O:9].C(Cl)(=O)C(Cl)=O.N1C(C)=CC=CC=1C.[NH2:51][CH2:52][CH2:53][CH2:54][OH:55], predict the reaction product.